From a dataset of Rat liver microsome stability data. Regression/Classification. Given a drug SMILES string, predict its absorption, distribution, metabolism, or excretion properties. Task type varies by dataset: regression for continuous measurements (e.g., permeability, clearance, half-life) or binary classification for categorical outcomes (e.g., BBB penetration, CYP inhibition). Dataset: rlm. (1) The molecule is O=C(N[C@@H](Cn1ccnc1)c1ccc(Cl)cc1Cl)c1ccc(-c2nnc(-c3cc(-c4ccccn4)ccc3F)o2)cc1. The result is 0 (unstable in rat liver microsomes). (2) The molecule is c1ccc(-c2nnc3n2NC(c2ccc4c(c2)OCO4)S3)cc1. The result is 0 (unstable in rat liver microsomes). (3) The drug is CC(C)(C)c1ccc(C(=O)Nc2ccc(C(F)(F)F)cc2)cc1. The result is 1 (stable in rat liver microsomes). (4) The result is 1 (stable in rat liver microsomes). The drug is O=C(Oc1coc(CSc2nnc(NC(=O)C3CC3)s2)cc1=O)c1cccc(F)c1. (5) The molecule is COC(=O)Nc1ccc2c(c1)sc1ccc(S(=O)(=O)N[C@H](C(=O)O)C(C)C)cc12. The result is 0 (unstable in rat liver microsomes). (6) The drug is Cc1noc(C)c1-c1ccc(-c2cc(C(N)=O)c(NC(N)=O)s2)c(O[C@H]2CCNC2)c1. The result is 0 (unstable in rat liver microsomes). (7) The molecule is CS(=O)(=O)c1cc(Cl)ccc1CNC(=O)c1ccc(OCCC(F)(F)F)nc1. The result is 0 (unstable in rat liver microsomes). (8) The compound is Cc1ccc(S(=O)(=O)Nc2ccc(C(=O)Nc3nc(-c4ccccc4)cs3)cc2Cl)cc1. The result is 1 (stable in rat liver microsomes). (9) The drug is Cc1ccc(S(=O)(=O)Nc2ccc(Cl)c(C(=O)Nc3nc(-c4ccccc4)cs3)c2)cc1. The result is 1 (stable in rat liver microsomes).